Dataset: Full USPTO retrosynthesis dataset with 1.9M reactions from patents (1976-2016). Task: Predict the reactants needed to synthesize the given product. Given the product [Br:8][C:9]1[CH:18]=[CH:17][C:12]([C:13]2[CH2:21][CH:20]([CH2:19][NH:22][C:23]([C:25]3[S:26][C:27]([Cl:30])=[CH:28][CH:29]=3)=[O:24])[O:15][N:14]=2)=[CH:11][CH:10]=1, predict the reactants needed to synthesize it. The reactants are: C(N(CC)CC)C.[Br:8][C:9]1[CH:18]=[CH:17][C:12]([C:13](Cl)=[N:14][OH:15])=[CH:11][CH:10]=1.[CH2:19]([NH:22][C:23]([C:25]1[S:26][C:27]([Cl:30])=[CH:28][CH:29]=1)=[O:24])[CH:20]=[CH2:21].